Task: Predict which catalyst facilitates the given reaction.. Dataset: Catalyst prediction with 721,799 reactions and 888 catalyst types from USPTO (1) Reactant: [F:1][C:2]1[CH:3]=[CH:4][C:5]2[C:10](=[O:11])O[C:8](=[O:12])[NH:7][C:6]=2[CH:13]=1.[C:14]([CH2:16]C(OCC)=O)#[N:15].C(N(CC)CC)C. Product: [F:1][C:2]1[CH:13]=[C:6]2[C:5]([C:10]([OH:11])=[C:16]([C:14]#[N:15])[C:8](=[O:12])[NH:7]2)=[CH:4][CH:3]=1. The catalyst class is: 3. (2) Reactant: [S:1](S([O-])=O)([O-:3])=[O:2].[Na+:7].[Na+:8].[C:9]([OH:13])(=[O:12])[CH:10]=[O:11].[OH-].[Na+]. Product: [OH:11][CH:10]([S:1]([O-:3])=[O:2])[C:9]([OH:13])=[O:12].[Na:7][Na:8]. The catalyst class is: 6.